This data is from Aqueous solubility values for 9,982 compounds from the AqSolDB database. The task is: Regression/Classification. Given a drug SMILES string, predict its absorption, distribution, metabolism, or excretion properties. Task type varies by dataset: regression for continuous measurements (e.g., permeability, clearance, half-life) or binary classification for categorical outcomes (e.g., BBB penetration, CYP inhibition). For this dataset (solubility_aqsoldb), we predict Y. (1) The Y is -1.42 log mol/L. The drug is Cc1cccc(O)c1C. (2) The molecule is CC(=O)OC1N=C(c2ccccc2Cl)c2cc(Cl)ccc2NC1=O. The Y is -5.03 log mol/L. (3) The molecule is CCc1cc(N/N=C2/C(=O)C=Cc3ccccc32)c(S(=O)(=O)[O-])cc1Cl.CCc1cc(N/N=C2/C(=O)C=Cc3ccccc32)c(S(=O)(=O)[O-])cc1Cl.[Ba+2]. The Y is -5.69 log mol/L. (4) The drug is CCOC(=O)N1CCC(=O)CC1. The Y is 0.767 log mol/L.